Dataset: Carcinogenicity classification data from Lagunin et al.. Task: Regression/Classification. Given a drug SMILES string, predict its toxicity properties. Task type varies by dataset: regression for continuous values (e.g., LD50, hERG inhibition percentage) or binary classification for toxic/non-toxic outcomes (e.g., AMES mutagenicity, cardiotoxicity, hepatotoxicity). Dataset: carcinogens_lagunin. (1) The drug is C[N+]1([O-])[C@H]2C[C@H](OC(=O)[C@H](CO)c3ccccc3)C[C@@H]1[C@H]1O[C@@H]21. The result is 0 (non-carcinogenic). (2) The result is 0 (non-carcinogenic). The compound is CN(C)CCC(c1ccc(Cl)cc1)c1ccccn1. (3) The drug is CN1CCC2=C[C@H](O)[C@H]3OC(=O)c4cc5c(cc4[C@H]3[C@@H]21)OCO5. The result is 0 (non-carcinogenic). (4) The drug is CN(C)Cc1c[nH]c2ccccc12. The result is 0 (non-carcinogenic).